This data is from CYP2D6 inhibition data for predicting drug metabolism from PubChem BioAssay. The task is: Regression/Classification. Given a drug SMILES string, predict its absorption, distribution, metabolism, or excretion properties. Task type varies by dataset: regression for continuous measurements (e.g., permeability, clearance, half-life) or binary classification for categorical outcomes (e.g., BBB penetration, CYP inhibition). Dataset: cyp2d6_veith. (1) The drug is CN(C)CCCN1c2ccccc2Sc2cnccc21. The result is 1 (inhibitor). (2) The drug is CCN(CC)C(=O)C1CCN(S(=O)(=O)c2ccc3oc4ccccc4c3c2)CC1. The result is 0 (non-inhibitor). (3) The molecule is COc1ccc(S(=O)(=O)N2CCC(C(=O)NCC3CCCO3)CC2)cc1C. The result is 0 (non-inhibitor). (4) The compound is CC(C)NC(=O)C(C)n1cccc1C(=O)c1ccccc1. The result is 0 (non-inhibitor). (5) The compound is O.O=C(O)[C@@H](O)[C@@H](O)[C@@H]1O[Sb]O[C@@H]1CO. The result is 0 (non-inhibitor).